From a dataset of Reaction yield outcomes from USPTO patents with 853,638 reactions. Predict the reaction yield, written as a fraction of the theoretical maximum amount of product (1.0 means a 100% yield; for example, 0.34 means a 34% yield). The reactants are [OH-].[K+].[CH3:3][O:4][C:5]1[CH:13]=[CH:12][CH:11]=[C:10]2[C:6]=1[C:7]([NH2:14])=[N:8][NH:9]2.ClC1SC(S(NC2C3C(=CC=CC=3OC)N(CC3C=CC(CNC(=O)OC(C)(C)C)=CC=3)N=2)(=O)=O)=CC=1.Cl[CH2:53][C:54]1[CH:59]=[CH:58][C:57]([O:60][CH3:61])=[C:56]([O:62][CH3:63])[CH:55]=1. The catalyst is CS(C)=O.O. The product is [CH3:63][O:62][C:56]1[CH:55]=[C:54]([CH2:53][N:9]2[C:10]3[C:6](=[C:5]([O:4][CH3:3])[CH:13]=[CH:12][CH:11]=3)[C:7]([NH2:14])=[N:8]2)[CH:59]=[CH:58][C:57]=1[O:60][CH3:61]. The yield is 0.840.